Dataset: Full USPTO retrosynthesis dataset with 1.9M reactions from patents (1976-2016). Task: Predict the reactants needed to synthesize the given product. (1) The reactants are: [F:1][C:2]([F:17])([F:16])[C:3]1[CH:4]=[C:5]([C:9]2[O:13][N:12]=[C:11]([CH2:14]O)[CH:10]=2)[CH:6]=[CH:7][CH:8]=1.C(Br)(Br)(Br)[Br:19].C1(P(C2C=CC=CC=2)C2C=CC=CC=2)C=CC=CC=1.C(OCC)(=O)C. Given the product [Br:19][CH2:14][C:11]1[CH:10]=[C:9]([C:5]2[CH:6]=[CH:7][CH:8]=[C:3]([C:2]([F:17])([F:16])[F:1])[CH:4]=2)[O:13][N:12]=1, predict the reactants needed to synthesize it. (2) Given the product [CH3:1][O:2][C:3]1[CH:4]=[CH:5][C:6]2[CH2:12][CH2:11][CH2:10][CH2:9][N:8]3[C:7]=2[C:13]=1[CH2:21][CH2:22][CH2:23]3, predict the reactants needed to synthesize it. The reactants are: [CH3:1][O:2][C:3]1[CH:4]=[CH:5][C:6]2[CH2:12][CH2:11][CH2:10][CH2:9][NH:8][C:7]=2[CH:13]=1.C([O-])([O-])=O.[Na+].[Na+].Br[CH:21](Cl)[CH2:22][CH3:23].